This data is from NCI-60 drug combinations with 297,098 pairs across 59 cell lines. The task is: Regression. Given two drug SMILES strings and cell line genomic features, predict the synergy score measuring deviation from expected non-interaction effect. (1) Drug 1: CC(C1=C(C=CC(=C1Cl)F)Cl)OC2=C(N=CC(=C2)C3=CN(N=C3)C4CCNCC4)N. Drug 2: CCC1(C2=C(COC1=O)C(=O)N3CC4=CC5=C(C=CC(=C5CN(C)C)O)N=C4C3=C2)O.Cl. Cell line: SR. Synergy scores: CSS=87.8, Synergy_ZIP=3.94, Synergy_Bliss=2.71, Synergy_Loewe=-0.427, Synergy_HSA=5.01. (2) Drug 1: CC1C(C(CC(O1)OC2CC(CC3=C2C(=C4C(=C3O)C(=O)C5=C(C4=O)C(=CC=C5)OC)O)(C(=O)CO)O)N)O.Cl. Drug 2: C1CN(CCN1C(=O)CCBr)C(=O)CCBr. Cell line: RPMI-8226. Synergy scores: CSS=30.2, Synergy_ZIP=-9.10, Synergy_Bliss=-3.72, Synergy_Loewe=-2.58, Synergy_HSA=-1.77.